Dataset: Reaction yield outcomes from USPTO patents with 853,638 reactions. Task: Predict the reaction yield, written as a fraction of the theoretical maximum amount of product (1.0 means a 100% yield; for example, 0.34 means a 34% yield). (1) The reactants are [C:1]([O:5][C:6]([N:8]1[CH2:13][CH2:12][N:11]([C:14]2[C:19]([Cl:20])=[CH:18][CH:17]=[CH:16][C:15]=2[NH2:21])[CH2:10][CH2:9]1)=[O:7])([CH3:4])([CH3:3])[CH3:2].[CH3:22][S:23](Cl)(=[O:25])=[O:24].C(N(CC)CC)C.C([O-])(O)=O.[Na+]. The catalyst is C(Cl)Cl.CCOC(C)=O. The product is [C:1]([O:5][C:6]([N:8]1[CH2:13][CH2:12][N:11]([C:14]2[C:15]([NH:21][S:23]([CH3:22])(=[O:25])=[O:24])=[CH:16][CH:17]=[CH:18][C:19]=2[Cl:20])[CH2:10][CH2:9]1)=[O:7])([CH3:4])([CH3:2])[CH3:3]. The yield is 0.700. (2) The reactants are [NH:1]1[CH2:8][CH2:7][CH2:6][C@@H:2]1[C:3]([OH:5])=[O:4].[C:9](Cl)(=[O:13])[C:10]([CH3:12])=[CH2:11]. The catalyst is [OH-].[Na+].CC(C)=O. The product is [C:9]([N:1]1[CH2:8][CH2:7][CH2:6][C@@H:2]1[C:3]([OH:5])=[O:4])(=[O:13])[C:10]([CH3:12])=[CH2:11]. The yield is 0.680. (3) The reactants are [F:1][C:2]1[CH:3]=[C:4]([NH2:11])[C:5]2[O:9][CH2:8][CH2:7][C:6]=2[CH:10]=1.Cl[CH2:13][CH2:14][N:15]([CH2:23][CH2:24]Cl)[CH2:16][C:17]1[CH:22]=[CH:21][CH:20]=[CH:19][CH:18]=1. The catalyst is C(O)CCC. The product is [CH2:16]([N:15]1[CH2:23][CH2:24][N:11]([C:4]2[C:5]3[O:9][CH2:8][CH2:7][C:6]=3[CH:10]=[C:2]([F:1])[CH:3]=2)[CH2:13][CH2:14]1)[C:17]1[CH:22]=[CH:21][CH:20]=[CH:19][CH:18]=1. The yield is 0.730. (4) The reactants are [C:1]1([S:7]([N:10]([C:20]2[O:24][N:23]=[C:22]([CH3:25])[C:21]=2[C:26]2[CH:31]=[CH:30][CH:29]=[CH:28][CH:27]=2)S(C2C=CC=CC=2)(=O)=O)(=[O:9])=[O:8])[CH:6]=[CH:5][CH:4]=[CH:3][CH:2]=1.[OH-].[K+].[OH-].[Na+]. The catalyst is CO. The product is [CH3:25][C:22]1[C:21]([C:26]2[CH:27]=[CH:28][CH:29]=[CH:30][CH:31]=2)=[C:20]([NH:10][S:7]([C:1]2[CH:6]=[CH:5][CH:4]=[CH:3][CH:2]=2)(=[O:8])=[O:9])[O:24][N:23]=1. The yield is 1.00. (5) The reactants are [I:1][C:2]1[CH:16]=[CH:15][C:5]2[NH:6][C:7]([C@@H:9]3[CH2:13][C@H:12]([CH3:14])[CH2:11][NH:10]3)=[N:8][C:4]=2[CH:3]=1.[CH3:17][O:18][C:19]([NH:21][C@@H:22]([CH:26]([CH3:28])[CH3:27])[C:23](O)=[O:24])=[O:20].CN(C(ON1N=NC2C=CC=NC1=2)=[N+](C)C)C.F[P-](F)(F)(F)(F)F.CCN(C(C)C)C(C)C. The catalyst is CN(C=O)C.O. The product is [I:1][C:2]1[CH:16]=[CH:15][C:5]2[NH:6][C:7]([C@@H:9]3[CH2:13][C@H:12]([CH3:14])[CH2:11][N:10]3[C:23]([C@@H:22]([NH:21][C:19](=[O:20])[O:18][CH3:17])[CH:26]([CH3:28])[CH3:27])=[O:24])=[N:8][C:4]=2[CH:3]=1. The yield is 0.810. (6) The reactants are [NH:1]1[C:12]2[C:4](=[CH:5][CH:6]=[C:7]3[C:11]=2[CH:10]=[CH:9][NH:8]3)[CH:3]=[C:2]1[C:13]([O:15]C)=[O:14].C[Si](C)(C)[O-].[K+]. The catalyst is O1CCCC1. The product is [NH:1]1[C:12]2[C:4](=[CH:5][CH:6]=[C:7]3[C:11]=2[CH:10]=[CH:9][NH:8]3)[CH:3]=[C:2]1[C:13]([OH:15])=[O:14]. The yield is 0.440. (7) The reactants are Cl[C:2]1[N:7]=[CH:6][N:5]=[C:4]([O:8][C:9]2[CH:14]=[CH:13][C:12]([NH:15][C:16]([NH:18][C:19]3[CH:24]=[CH:23][CH:22]=[CH:21][CH:20]=3)=[O:17])=[CH:11][CH:10]=2)[CH:3]=1.[F:25][C:26]1[CH:32]=[CH:31][C:29]([NH2:30])=[CH:28][CH:27]=1.O. The catalyst is CN1CCCC1=O.C(OCC)(=O)C.CCCCCC. The product is [F:25][C:26]1[CH:32]=[CH:31][C:29]([NH:30][C:2]2[N:7]=[CH:6][N:5]=[C:4]([O:8][C:9]3[CH:14]=[CH:13][C:12]([NH:15][C:16]([NH:18][C:19]4[CH:24]=[CH:23][CH:22]=[CH:21][CH:20]=4)=[O:17])=[CH:11][CH:10]=3)[CH:3]=2)=[CH:28][CH:27]=1. The yield is 0.400. (8) The reactants are Cl.[CH2:2]([O:9][C:10]1[C:11]([C:24](O)=[O:25])=[N:12][CH:13]=[C:14]([O:16][CH2:17][C:18]2[CH:23]=[CH:22][CH:21]=[CH:20][CH:19]=2)[CH:15]=1)[C:3]1[CH:8]=[CH:7][CH:6]=[CH:5][CH:4]=1.C(N(C(C)C)CC)(C)C.CN(C)CCCN=C=NCC.ON1C2C=CC=CC=2N=N1.Cl.[CH3:58][O:59][C:60](=[O:63])[CH2:61][NH2:62]. The catalyst is CN(C=O)C. The product is [CH3:58][O:59][C:60](=[O:63])[CH2:61][NH:62][C:24]([C:11]1[C:10]([O:9][CH2:2][C:3]2[CH:8]=[CH:7][CH:6]=[CH:5][CH:4]=2)=[CH:15][C:14]([O:16][CH2:17][C:18]2[CH:23]=[CH:22][CH:21]=[CH:20][CH:19]=2)=[CH:13][N:12]=1)=[O:25]. The yield is 0.400. (9) The reactants are [OH:1][C:2]1[CH:9]=[CH:8][C:7]([O:10][CH3:11])=[CH:6][C:3]=1[CH:4]=[O:5].[C:12](=O)([O-])[O-].[Cs+].[Cs+].C1(C)C(S(O[CH2:28][CH2:29][O:30][S:31]([C:34]2[C:35](C)=[CH:36][CH:37]=[CH:38][CH:39]=2)(=[O:33])=[O:32])(=O)=O)=CC=CC=1. The catalyst is CN(C=O)C. The product is [CH3:11][O:10][C:7]1[CH:8]=[CH:9][C:2]([O:1][CH2:28][CH2:29][O:30][S:31]([C:34]2[CH:39]=[CH:38][C:37]([CH3:12])=[CH:36][CH:35]=2)(=[O:32])=[O:33])=[C:3]([CH:6]=1)[CH:4]=[O:5]. The yield is 0.750.